From a dataset of Reaction yield outcomes from USPTO patents with 853,638 reactions. Predict the reaction yield, written as a fraction of the theoretical maximum amount of product (1.0 means a 100% yield; for example, 0.34 means a 34% yield). The reactants are [CH2:1]([N:8]1[CH2:13][CH2:12][CH:11]([C:14](Cl)=[O:15])[CH:10]([C:17]2[CH:21]=[CH:20][S:19][CH:18]=2)[CH2:9]1)[C:2]1[CH:7]=[CH:6][CH:5]=[CH:4][CH:3]=1.[Al+3].[Cl-].[Cl-].[Cl-]. The catalyst is C(Cl)Cl. The product is [CH2:1]([N:8]1[CH2:9][CH:10]2[CH:11]([C:14](=[O:15])[C:18]3[S:19][CH:20]=[CH:21][C:17]=32)[CH2:12][CH2:13]1)[C:2]1[CH:7]=[CH:6][CH:5]=[CH:4][CH:3]=1. The yield is 0.460.